Dataset: Forward reaction prediction with 1.9M reactions from USPTO patents (1976-2016). Task: Predict the product of the given reaction. The product is: [NH2:23][C:20]1[S:21][CH:22]=[C:18]([S:12][C:9]2[CH:10]=[CH:11][C:6]([C:3]([OH:5])([CH3:4])[C:2]([F:1])([F:13])[F:14])=[CH:7][CH:8]=2)[N:19]=1. Given the reactants [F:1][C:2]([F:14])([F:13])[C:3]([C:6]1[CH:11]=[CH:10][C:9]([SH:12])=[CH:8][CH:7]=1)([OH:5])[CH3:4].[OH-].[Na+].Cl[C:18]1[N:19]=[C:20]([NH2:23])[S:21][CH:22]=1.O, predict the reaction product.